Dataset: Peptide-MHC class I binding affinity with 185,985 pairs from IEDB/IMGT. Task: Regression. Given a peptide amino acid sequence and an MHC pseudo amino acid sequence, predict their binding affinity value. This is MHC class I binding data. (1) The MHC is HLA-A02:01 with pseudo-sequence HLA-A02:01. The peptide sequence is HIGHHYIWI. The binding affinity (normalized) is 0.260. (2) The peptide sequence is WYWGPSLYSIL. The MHC is Patr-A0901 with pseudo-sequence Patr-A0901. The binding affinity (normalized) is 0.501. (3) The peptide sequence is MVINGEQGT. The MHC is HLA-A02:16 with pseudo-sequence HLA-A02:16. The binding affinity (normalized) is 0.407. (4) The peptide sequence is ALLLGVFVTL. The MHC is H-2-Kb with pseudo-sequence H-2-Kb. The binding affinity (normalized) is 0.0360. (5) The peptide sequence is KQKLGFNEF. The MHC is HLA-B15:01 with pseudo-sequence HLA-B15:01. The binding affinity (normalized) is 0.992. (6) The peptide sequence is NHDGIQAGV. The MHC is HLA-A29:02 with pseudo-sequence HLA-A29:02. The binding affinity (normalized) is 0.0847. (7) The peptide sequence is LAAEWVLAY. The MHC is HLA-A30:02 with pseudo-sequence HLA-A30:02. The binding affinity (normalized) is 0.742. (8) The peptide sequence is KLGEFGKAK. The MHC is HLA-A03:01 with pseudo-sequence HLA-A03:01. The binding affinity (normalized) is 0.714.